Dataset: Full USPTO retrosynthesis dataset with 1.9M reactions from patents (1976-2016). Task: Predict the reactants needed to synthesize the given product. (1) Given the product [Cl:33][C:31]1[CH:30]=[CH:29][C:28]([O:34][C:35]2[CH:40]=[CH:39][C:38]([S:41]([NH:44][C:45]3[S:49][N:48]=[CH:47][N:46]=3)(=[O:42])=[O:43])=[CH:37][C:36]=2[C:50]#[N:51])=[C:27]([C:25]2[CH:24]=[CH:23][N:22]=[C:21]([N:18]3[CH2:19][CH2:20][NH:15][CH2:16][CH2:17]3)[N:26]=2)[CH:32]=1, predict the reactants needed to synthesize it. The reactants are: FC(F)(F)C(O)=O.C(OC([N:15]1[CH2:20][CH2:19][N:18]([C:21]2[N:26]=[C:25]([C:27]3[CH:32]=[C:31]([Cl:33])[CH:30]=[CH:29][C:28]=3[O:34][C:35]3[CH:40]=[CH:39][C:38]([S:41]([NH:44][C:45]4[S:49][N:48]=[CH:47][N:46]=4)(=[O:43])=[O:42])=[CH:37][C:36]=3[C:50]#[N:51])[CH:24]=[CH:23][N:22]=2)[CH2:17][CH2:16]1)=O)(C)(C)C.C(Cl)Cl. (2) Given the product [Si:1]([O:8][CH2:9][C:10]1[CH:15]=[C:14]([CH:35]2[CH2:34][CH2:29]2)[N:13]=[C:12]([C:17]2[CH:18]=[N:19][C:20]([C:23]([F:26])([F:25])[F:24])=[N:21][CH:22]=2)[CH:11]=1)([C:4]([CH3:7])([CH3:6])[CH3:5])([CH3:3])[CH3:2], predict the reactants needed to synthesize it. The reactants are: [Si:1]([O:8][CH2:9][C:10]1[CH:15]=[C:14](Cl)[N:13]=[C:12]([C:17]2[CH:18]=[N:19][C:20]([C:23]([F:26])([F:25])[F:24])=[N:21][CH:22]=2)[CH:11]=1)([C:4]([CH3:7])([CH3:6])[CH3:5])([CH3:3])[CH3:2].CO[C:29]1C=CC=C(OC)[C:34]=1[C:35]1C=CC=CC=1P(C1CCCCC1)C1CCCCC1.[O-]P([O-])([O-])=O.[K+].[K+].[K+].C1(B(O)O)CC1. (3) Given the product [CH:21]1[N:25]([CH2:26][O:27][CH2:28][CH2:29][OH:30])[C:24]2[N:31]=[C:32]([NH2:36])[N:33]=[C:34]([OH:35])[C:23]=2[N:22]=1.[NH:16]1[CH:20]=[CH:19][N:18]=[CH:17]1.[OH:3][C:2]([CH:4]([C:6]1[CH:7]=[CH:8][C:9]([CH2:10][CH:11]([CH3:12])[CH3:13])=[CH:14][CH:15]=1)[CH3:5])=[O:1], predict the reactants needed to synthesize it. The reactants are: [OH:1][C:2]([CH:4]([C:6]1[CH:15]=[CH:14][C:9]([CH2:10][CH:11]([CH3:13])[CH3:12])=[CH:8][CH:7]=1)[CH3:5])=[O:3].[NH:16]1[CH:20]=[CH:19][N:18]=[CH:17]1.[CH:21]1[N:25]([CH2:26][O:27][CH2:28][CH2:29][OH:30])[C:24]2[N:31]=[C:32]([NH2:36])[N:33]=[C:34]([OH:35])[C:23]=2[N:22]=1. (4) Given the product [CH2:1]([O:3][C:4](=[O:32])[CH:5]([O:6][C:7]([CH3:10])([CH3:9])[CH3:8])[C:11]1[C:20]([OH:21])=[C:19]([CH:29]2[CH2:30][CH2:31]2)[CH:18]=[C:17]2[C:12]=1[CH:13]=[CH:14][CH:15]=[N:16]2)[CH3:2], predict the reactants needed to synthesize it. The reactants are: [CH2:1]([O:3][C:4](=[O:32])[CH:5]([C:11]1[C:20]([O:21]CC2C=CC=CC=2)=[C:19]([CH:29]2[CH2:31][CH2:30]2)[CH:18]=[C:17]2[C:12]=1[CH:13]=[CH:14][CH:15]=[N:16]2)[O:6][C:7]([CH3:10])([CH3:9])[CH3:8])[CH3:2]. (5) Given the product [Cl:1][C:2]1[CH:7]=[C:6]([N+:8]([O-:10])=[O:9])[C:5]([S:22][CH2:17][CH3:16])=[CH:4][C:3]=1[Cl:12], predict the reactants needed to synthesize it. The reactants are: [Cl:1][C:2]1[CH:7]=[C:6]([N+:8]([O-:10])=[O:9])[C:5](F)=[CH:4][C:3]=1[Cl:12].ClC1C=[CH:16][C:17]([S:22]CC)=C(C=1)C#N. (6) Given the product [CH2:1]([O:8][C:9](=[O:44])[NH:10][C@H:11]([C:16](=[O:43])[NH:17][C@@:18]1([C:33](=[O:42])[NH:34][C@H:35]([C:40]2[NH:47][N:46]=[N:45][N:41]=2)[CH2:36][CH:37]([CH3:38])[CH3:39])[CH2:30][C:29]2[C:28]3[C:23](=[C:24]([Cl:32])[CH:25]=[C:26]([Cl:31])[CH:27]=3)[NH:22][C:21]=2[CH2:20][CH2:19]1)[CH:12]([CH3:15])[CH2:13][CH3:14])[C:2]1[CH:7]=[CH:6][CH:5]=[CH:4][CH:3]=1, predict the reactants needed to synthesize it. The reactants are: [CH2:1]([O:8][C:9](=[O:44])[NH:10][C@H:11]([C:16](=[O:43])[NH:17][C@@:18]1([C:33](=[O:42])[NH:34][C@H:35]([C:40]#[N:41])[CH2:36][CH:37]([CH3:39])[CH3:38])[CH2:30][C:29]2[C:28]3[C:23](=[C:24]([Cl:32])[CH:25]=[C:26]([Cl:31])[CH:27]=3)[NH:22][C:21]=2[CH2:20][CH2:19]1)[CH:12]([CH3:15])[CH2:13][CH3:14])[C:2]1[CH:7]=[CH:6][CH:5]=[CH:4][CH:3]=1.[N-:45]=[N+:46]=[N-:47].[Na+].[Cl-].[NH4+].